This data is from Reaction yield outcomes from USPTO patents with 853,638 reactions. The task is: Predict the reaction yield, written as a fraction of the theoretical maximum amount of product (1.0 means a 100% yield; for example, 0.34 means a 34% yield). (1) The reactants are CN(C=O)C.[CH:6]1([NH:9][C:10](=[O:42])[C:11]2[CH:16]=[CH:15][C:14]([C:17]3[N:21]4[N:22]=[C:23]([NH:34][C:35]([CH3:41])([CH3:40])[C:36]([F:39])([F:38])[F:37])[CH:24]=[C:25]([NH:26][CH2:27][CH:28]5[CH2:33][CH2:32][O:31][CH2:30][CH2:29]5)[C:20]4=[N:19][CH:18]=3)=[CH:13][CH:12]=2)[CH2:8][CH2:7]1.C1C(=O)N([Cl:50])C(=O)C1.O. The catalyst is C(OCC)(=O)C. The product is [Cl:50][C:24]1[C:23]([NH:34][C:35]([CH3:40])([CH3:41])[C:36]([F:38])([F:39])[F:37])=[N:22][N:21]2[C:17]([C:14]3[CH:13]=[CH:12][C:11]([C:10]([NH:9][CH:6]4[CH2:8][CH2:7]4)=[O:42])=[CH:16][CH:15]=3)=[CH:18][N:19]=[C:20]2[C:25]=1[NH:26][CH2:27][CH:28]1[CH2:29][CH2:30][O:31][CH2:32][CH2:33]1. The yield is 0.680. (2) The reactants are [CH3:1][C:2]1[C:7]([C:8]([F:11])([F:10])[F:9])=[CH:6][CH:5]=[CH:4][C:3]=1[CH2:12][C:13]1[C:14]([NH2:19])=[N:15][NH:16][C:17]=1[NH2:18].[C:20](OC)(=[O:26])[CH2:21][C:22](OC)=[O:23].C[O-].[Na+]. The catalyst is CO. The product is [NH2:18][C:17]1[C:13]([CH2:12][C:3]2[CH:4]=[CH:5][CH:6]=[C:7]([C:8]([F:9])([F:10])[F:11])[C:2]=2[CH3:1])=[C:14]2[NH:19][C:20](=[O:26])[CH2:21][C:22](=[O:23])[N:15]2[N:16]=1. The yield is 0.960.